From a dataset of Forward reaction prediction with 1.9M reactions from USPTO patents (1976-2016). Predict the product of the given reaction. (1) Given the reactants [Cl:1][C:2]1[C:3]([N:8]2[CH:12]=[CH:11][C:10]([C:13]([F:16])([F:15])[F:14])=[N:9]2)=[N:4][CH:5]=[CH:6][CH:7]=1.C([Mg][Cl:21])(C)C.[O:22]1[CH2:26]CCC1, predict the reaction product. The product is: [Cl:1][C:2]1[C:3]([N:8]2[C:12]([C:26]([Cl:21])=[O:22])=[CH:11][C:10]([C:13]([F:16])([F:14])[F:15])=[N:9]2)=[N:4][CH:5]=[CH:6][CH:7]=1. (2) The product is: [NH2:25][C:19]1[C:20]([NH:24][C:31](=[O:32])[O:33][CH2:34][CH3:35])=[C:21]([NH2:23])[N:22]=[C:17]([C:10]2[C:11]3[C:12](=[N:13][CH:14]=[CH:15][CH:16]=3)[N:8]([CH2:7][C:6]3[CH:26]=[CH:27][CH:28]=[CH:29][C:5]=3[F:4])[N:9]=2)[N:18]=1. Given the reactants Cl.Cl.Cl.[F:4][C:5]1[CH:29]=[CH:28][CH:27]=[CH:26][C:6]=1[CH2:7][N:8]1[C:12]2=[N:13][CH:14]=[CH:15][CH:16]=[C:11]2[C:10]([C:17]2[N:22]=[C:21]([NH2:23])[C:20]([NH2:24])=[C:19]([NH2:25])[N:18]=2)=[N:9]1.Cl[C:31]([O:33][CH2:34][CH3:35])=[O:32], predict the reaction product. (3) Given the reactants [Cl:1][C:2]1[CH:7]=[CH:6][C:5]([C:8]([OH:10])=O)=[CH:4][C:3]=1[N:11]1[C:15]([CH:16]2[CH2:18][CH2:17]2)=[C:14]([C:19]([O:21][CH2:22][CH3:23])=[O:20])[CH:13]=[N:12]1.[CH3:24][NH2:25], predict the reaction product. The product is: [Cl:1][C:2]1[CH:7]=[CH:6][C:5]([C:8]([NH:25][CH3:24])=[O:10])=[CH:4][C:3]=1[N:11]1[C:15]([CH:16]2[CH2:17][CH2:18]2)=[C:14]([C:19]([O:21][CH2:22][CH3:23])=[O:20])[CH:13]=[N:12]1. (4) Given the reactants [C:1]([O:5][C:6](=[O:23])[NH:7][CH:8]([C:15]1[CH:20]=[CH:19][C:18]([CH3:21])=[C:17]([F:22])[CH:16]=1)[C:9](=[O:14])N(OC)C)([CH3:4])([CH3:3])[CH3:2].Br[C:25]1[CH:38]=[CH:37][C:28]([O:29][Si:30]([C:33]([CH3:36])([CH3:35])[CH3:34])([CH3:32])[CH3:31])=[CH:27][CH:26]=1, predict the reaction product. The product is: [C:1]([O:5][C:6](=[O:23])[NH:7][CH:8]([C:15]1[CH:20]=[CH:19][C:18]([CH3:21])=[C:17]([F:22])[CH:16]=1)[C:9]([C:25]1[CH:38]=[CH:37][C:28]([O:29][Si:30]([C:33]([CH3:36])([CH3:35])[CH3:34])([CH3:31])[CH3:32])=[CH:27][CH:26]=1)=[O:14])([CH3:2])([CH3:3])[CH3:4]. (5) Given the reactants [C:1]([O:5][C:6]([C:8]1[N:9]2[C@H:12]([S:13](=[O:18])(=[O:17])[CH2:14][C:15]=1[CH3:16])[C@@H:11]([O:19][CH3:20])[C:10]2=[O:21])=[O:7])([CH3:4])([CH3:3])[CH3:2].C(N(CC)CC)C.[Br:29]N1C(=O)CCC1=O, predict the reaction product. The product is: [C:1]([O:5][C:6]([C:8]1[N:9]2[C@H:12]([S:13](=[O:17])(=[O:18])[CH:14]([Br:29])[C:15]=1[CH3:16])[C@@H:11]([O:19][CH3:20])[C:10]2=[O:21])=[O:7])([CH3:4])([CH3:2])[CH3:3]. (6) Given the reactants [H-].[Na+].[CH3:3][N:4]([CH3:28])[C@@H:5]1[CH2:9][CH2:8][N:7]([C:10]2[CH:15]=[CH:14][C:13]([NH:16][C:17]([C:19]3[S:20][C:21]([Br:27])=[CH:22][C:23]=3[CH2:24][CH2:25]Cl)=[O:18])=[CH:12][CH:11]=2)[CH2:6]1.O.C(OCC)(=O)C, predict the reaction product. The product is: [Br:27][C:21]1[S:20][C:19]2[C:17](=[O:18])[N:16]([C:13]3[CH:14]=[CH:15][C:10]([N:7]4[CH2:8][CH2:9][C@@H:5]([N:4]([CH3:28])[CH3:3])[CH2:6]4)=[CH:11][CH:12]=3)[CH2:25][CH2:24][C:23]=2[CH:22]=1. (7) Given the reactants C1(C2OC(C(F)(F)F)=C(C(NC3C=CC(C4C=CC(C([C@@H]5CCC[C@H]5C(O)=O)=O)=CC=4)=CC=3)=O)N=2)C=CC=CC=1.[C:41]1([C:47]2[O:48][C:49]([C:78]([F:81])([F:80])[F:79])=[C:50]([C:52]([NH:54][C:55]3[CH:60]=[CH:59][C:58]([C:61]4[CH:66]=[CH:65][C:64]([C:67]([CH:69]5[CH2:74][CH2:73][CH2:72][CH2:71][CH:70]5[C:75]([OH:77])=[O:76])=[O:68])=[CH:63][CH:62]=4)=[CH:57][CH:56]=3)=[O:53])[N:51]=2)[CH:46]=[CH:45][CH:44]=[CH:43][CH:42]=1.C1(C2OC(C(F)(F)F)=C(C(O)=O)N=2)C=CC=CC=1.NC1C=CC(C2C=CC(C([C@H]3CCCC[C@H]3C(O)=O)=O)=CC=2)=CC=1, predict the reaction product. The product is: [C:41]1([C:47]2[O:48][C:49]([C:78]([F:80])([F:81])[F:79])=[C:50]([C:52]([NH:54][C:55]3[CH:56]=[CH:57][C:58]([C:61]4[CH:66]=[CH:65][C:64]([C:67]([C@@H:69]5[CH2:74][CH2:73][CH2:72][CH2:71][C@@H:70]5[C:75]([OH:77])=[O:76])=[O:68])=[CH:63][CH:62]=4)=[CH:59][CH:60]=3)=[O:53])[N:51]=2)[CH:46]=[CH:45][CH:44]=[CH:43][CH:42]=1.